The task is: Predict the product of the given reaction.. This data is from Forward reaction prediction with 1.9M reactions from USPTO patents (1976-2016). (1) Given the reactants [CH2:1]([O:8][C:9]([N:11]([CH2:32][C:33]([N:35]1[CH2:39][C@@H:38]([F:40])[CH2:37][C@H:36]1[C:41]#[N:42])=[O:34])[C:12]12[CH2:19][CH2:18][C:15]([C:20]([O:22]N3C4C=CC=CC=4N=N3)=O)([CH2:16][CH2:17]1)[CH2:14][CH2:13]2)=[O:10])[C:2]1[CH:7]=[CH:6][CH:5]=[CH:4][CH:3]=1.[CH2:43]([NH2:47])[CH2:44][CH2:45][CH3:46], predict the reaction product. The product is: [CH2:1]([O:8][C:9]([N:11]([CH2:32][C:33]([N:35]1[CH2:39][C@@H:38]([F:40])[CH2:37][C@H:36]1[C:41]#[N:42])=[O:34])[C:12]12[CH2:17][CH2:16][C:15]([C:20]([NH:47][CH2:43][CH2:44][CH2:45][CH3:46])=[O:22])([CH2:18][CH2:19]1)[CH2:14][CH2:13]2)=[O:10])[C:2]1[CH:3]=[CH:4][CH:5]=[CH:6][CH:7]=1. (2) Given the reactants [NH2:1][CH:2]([CH2:10][C:11]1[CH:15]=[CH:14][S:13][N:12]=1)[C:3]([O:5][C:6]([CH3:9])([CH3:8])[CH3:7])=[O:4].[S:16]1[CH:20]=[CH:19][N:18]=[C:17]1[CH:21]=O, predict the reaction product. The product is: [S:16]1[CH:20]=[CH:19][N:18]=[C:17]1[CH:21]=[N:1][CH:2]([CH2:10][C:11]1[CH:15]=[CH:14][S:13][N:12]=1)[C:3]([O:5][C:6]([CH3:9])([CH3:8])[CH3:7])=[O:4]. (3) Given the reactants [Cl:1][C:2]1[CH:7]=[CH:6][CH:5]=[CH:4][C:3]=1[N:8]([CH3:37])[C:9]([C:11]1[N:12]=[N:13][N:14]([CH2:22][C:23]2[CH:28]=[C:27]([C:29]([F:32])([F:31])[F:30])[CH:26]=[C:25]([C:33]([F:36])([F:35])[F:34])[CH:24]=2)[C:15]=1[N:16]1[CH2:21][CH2:20][NH:19][CH2:18][CH2:17]1)=[O:10].[CH3:38][S:39](Cl)(=[O:41])=[O:40].O, predict the reaction product. The product is: [Cl:1][C:2]1[CH:7]=[CH:6][CH:5]=[CH:4][C:3]=1[N:8]([CH3:37])[C:9]([C:11]1[N:12]=[N:13][N:14]([CH2:22][C:23]2[CH:28]=[C:27]([C:29]([F:31])([F:32])[F:30])[CH:26]=[C:25]([C:33]([F:34])([F:36])[F:35])[CH:24]=2)[C:15]=1[N:16]1[CH2:21][CH2:20][N:19]([S:39]([CH3:38])(=[O:41])=[O:40])[CH2:18][CH2:17]1)=[O:10]. (4) Given the reactants Cl[C:2]1[NH:6][C:5]2[CH:7]=[C:8]([C:11]([F:14])([F:13])[F:12])[CH:9]=[CH:10][C:4]=2[N:3]=1.[Cl:15][C:16]1[CH:17]=[C:18]([CH2:29][N:30]([CH3:34])[C:31](=[O:33])[CH3:32])[CH:19]=[N:20][C:21]=1[N:22]1[CH2:27][CH2:26][NH:25][C@H:24]([CH3:28])[CH2:23]1, predict the reaction product. The product is: [Cl:15][C:16]1[CH:17]=[C:18]([CH2:29][N:30]([CH3:34])[C:31](=[O:33])[CH3:32])[CH:19]=[N:20][C:21]=1[N:22]1[CH2:27][CH2:26][N:25]([C:2]2[NH:3][C:4]3[CH:10]=[CH:9][C:8]([C:11]([F:14])([F:13])[F:12])=[CH:7][C:5]=3[N:6]=2)[C@H:24]([CH3:28])[CH2:23]1. (5) Given the reactants [NH:1]([C:3]1[CH:8]=[C:7]([C:9]#[N:10])[CH:6]=[CH:5][N:4]=1)[NH2:2].[F:11][C:12]1[CH:17]=[CH:16][CH:15]=[CH:14][C:13]=1[C:18](=O)[CH2:19][C:20](OCC)=[O:21], predict the reaction product. The product is: [F:11][C:12]1[CH:17]=[CH:16][CH:15]=[CH:14][C:13]=1[C:18]1[CH:19]=[C:20]([OH:21])[N:1]([C:3]2[CH:8]=[C:7]([C:9]#[N:10])[CH:6]=[CH:5][N:4]=2)[N:2]=1. (6) The product is: [N:33]1([S:30]([N:6]([CH2:5][C:4]([OH:42])=[O:3])[CH2:7][C:8]2[CH:13]=[CH:12][CH:11]=[C:10]([O:14][CH2:15][CH2:16][C:17]3[N:18]=[C:19]([C:23]4[CH:24]=[CH:25][C:26]([CH3:29])=[CH:27][CH:28]=4)[O:20][C:21]=3[CH3:22])[CH:9]=2)(=[O:31])=[O:32])[C:41]2[C:36](=[CH:37][CH:38]=[CH:39][CH:40]=2)[CH2:35][CH2:34]1. Given the reactants C([O:3][C:4](=[O:42])[CH2:5][N:6]([S:30]([N:33]1[C:41]2[C:36](=[CH:37][CH:38]=[CH:39][CH:40]=2)[CH2:35][CH2:34]1)(=[O:32])=[O:31])[CH2:7][C:8]1[CH:13]=[CH:12][CH:11]=[C:10]([O:14][CH2:15][CH2:16][C:17]2[N:18]=[C:19]([C:23]3[CH:28]=[CH:27][C:26]([CH3:29])=[CH:25][CH:24]=3)[O:20][C:21]=2[CH3:22])[CH:9]=1)C.O.[OH-].[Li+], predict the reaction product.